Task: Predict the product of the given reaction.. Dataset: Forward reaction prediction with 1.9M reactions from USPTO patents (1976-2016) (1) Given the reactants [Cl:1][C:2]1[CH:10]=[CH:9][CH:8]=[C:7]2[C:3]=1[C:4]([C:12]([O:14][CH3:15])=[O:13])=[C:5]([CH3:11])[NH:6]2.[H-].[Na+].[CH3:18]I, predict the reaction product. The product is: [Cl:1][C:2]1[CH:10]=[CH:9][CH:8]=[C:7]2[C:3]=1[C:4]([C:12]([O:14][CH3:15])=[O:13])=[C:5]([CH3:11])[N:6]2[CH3:18]. (2) Given the reactants [NH:1]1[C:9]2[C:4](=[CH:5][CH:6]=[CH:7][CH:8]=2)[C:3](CC(O)=O)=[CH:2]1.C1N=CN(C(N2C=NC=C2)=[O:20])C=1.[NH2:26][C:27]1[S:28][C:29]([Cl:32])=[CH:30][N:31]=1.CCN([CH2:38][CH3:39])CC, predict the reaction product. The product is: [Cl:32][C:29]1[S:28][C:27]([NH:26][C:38](=[O:20])[CH2:39][C:2]2[NH:1][C:9]3[C:4]([CH:3]=2)=[CH:5][CH:6]=[CH:7][CH:8]=3)=[N:31][CH:30]=1. (3) Given the reactants [CH2:1]([N:6]1[C:14]2[N:13]=[CH:12][NH:11][C:10]=2[C:9](=[O:15])[NH:8]/[C:7]/1=[N:16]\[NH2:17])[CH2:2][CH2:3][CH2:4][CH3:5].O=[CH:19][CH2:20][CH2:21][NH:22][C:23](=[O:32])[O:24][CH2:25][C:26]1[CH:31]=[CH:30][CH:29]=[CH:28][CH:27]=1, predict the reaction product. The product is: [O:15]=[C:9]1[NH:8]/[C:7](=[N:16]\[N:17]=[CH:19]/[CH2:20][CH2:21][NH:22][C:23](=[O:32])[O:24][CH2:25][C:26]2[CH:31]=[CH:30][CH:29]=[CH:28][CH:27]=2)/[N:6]([CH2:1][CH2:2][CH2:3][CH2:4][CH3:5])[C:14]2[N:13]=[CH:12][NH:11][C:10]1=2. (4) Given the reactants [CH2:1]([O:3][CH:4]([S:26][CH2:27][CH3:28])[C@@H:5]1[CH2:9][C:8]([F:11])([F:10])[CH2:7][N:6]1C(=O)C1C=C(OC)C(O)=CC=1[N+]([O-])=O)[CH3:2].BrCCCBr.C([O-])([O-])=O.[K+].[K+].CCOC(C)=O.CCCCCC, predict the reaction product. The product is: [CH2:1]([O:3][CH:4]([S:26][CH2:27][CH3:28])[CH:5]1[CH2:9][C:8]([F:11])([F:10])[CH2:7][NH:6]1)[CH3:2]. (5) The product is: [CH3:1][NH:2][C:3]([C:5]1[C:6]2[CH2:7][CH2:8][C:9]3([NH:18][C:19]=2[C:20]2[N:25]=[C:24]([CH3:26])[N:23]([CH3:27])[C:21]=2[CH:22]=1)[CH2:17][C:16]1[C:11](=[CH:12][CH:13]=[CH:14][CH:15]=1)[CH2:10]3)=[O:4]. Given the reactants [CH3:1][NH:2][C:3]([C:5]1[C:6]2[C:7](=O)[CH2:8][C:9]3([NH:18][C:19]=2[C:20]2[N:25]=[C:24]([CH3:26])[N:23]([CH3:27])[C:21]=2[CH:22]=1)[CH2:17][C:16]1[C:11](=[CH:12][CH:13]=[CH:14][CH:15]=1)[CH2:10]3)=[O:4].C([SiH](CC)CC)C.[OH-].[Na+], predict the reaction product. (6) Given the reactants [Cl:1][C:2]1[CH:3]=[N:4][C:5]([N:8]2[CH2:13][CH2:12][CH:11]([C@H:14]([CH3:18])[CH2:15][C:16]#[CH:17])[CH2:10][CH2:9]2)=[N:6][CH:7]=1.[CH3:19][O:20][C:21](=[O:47])[C@@H:22]([NH:39][C:40]([O:42][C:43]([CH3:46])([CH3:45])[CH3:44])=[O:41])[CH2:23][C:24]1[CH:29]=[CH:28][C:27](OS(C(F)(F)F)(=O)=O)=[CH:26][C:25]=1[F:38].C(N(CC)CC)C, predict the reaction product. The product is: [CH3:19][O:20][C:21](=[O:47])[C@@H:22]([NH:39][C:40]([O:42][C:43]([CH3:45])([CH3:44])[CH3:46])=[O:41])[CH2:23][C:24]1[CH:29]=[CH:28][C:27]([C:17]#[C:16][CH2:15][C@H:14]([CH:11]2[CH2:12][CH2:13][N:8]([C:5]3[N:6]=[CH:7][C:2]([Cl:1])=[CH:3][N:4]=3)[CH2:9][CH2:10]2)[CH3:18])=[CH:26][C:25]=1[F:38]. (7) Given the reactants [OH-].[Na+].[C:3]([O:7][C:8]([NH:10][C@H:11]([C:22]([OH:24])=[O:23])[CH2:12][C:13]1[C:21]2[C:16](=[CH:17][CH:18]=[CH:19][CH:20]=2)[NH:15][CH:14]=1)=[O:9])([CH3:6])([CH3:5])[CH3:4].[CH2:25](Br)[C:26]1[CH:31]=[CH:30][CH:29]=[CH:28][CH:27]=1, predict the reaction product. The product is: [CH2:25]([N:15]1[C:16]2[C:21](=[CH:20][CH:19]=[CH:18][CH:17]=2)[C:13]([CH2:12][C@@H:11]([C:22]([O:24][CH2:13][C:21]2[CH:16]=[CH:17][CH:18]=[CH:19][CH:20]=2)=[O:23])[NH:10][C:8]([O:7][C:3]([CH3:6])([CH3:4])[CH3:5])=[O:9])=[CH:14]1)[C:26]1[CH:31]=[CH:30][CH:29]=[CH:28][CH:27]=1. (8) Given the reactants [OH:1][C:2]1[CH:7]=[CH:6][CH:5]=[CH:4][C:3]=1[N:8]1[CH2:13][CH2:12][N:11](C(OC(C)(C)C)=O)[CH2:10][CH2:9]1.O(C(C)(C)C)[Na].Br[CH2:28][CH2:29][O:30][C:31]1[CH:36]=[CH:35][CH:34]=[CH:33][CH:32]=1.[ClH:37], predict the reaction product. The product is: [ClH:37].[O:30]([CH2:29][CH2:28][O:1][C:2]1[CH:7]=[CH:6][CH:5]=[CH:4][C:3]=1[N:8]1[CH2:9][CH2:10][NH:11][CH2:12][CH2:13]1)[C:31]1[CH:36]=[CH:35][CH:34]=[CH:33][CH:32]=1. (9) Given the reactants C(C1C=CC([S:9]([Cl:12])(=[O:11])=[O:10])=CC=1OCC)#N.[CH3:16][O:17][C:18]1[CH:25]=[CH:24][C:21]([C:22]#[N:23])=[CH:20][C:19]=1[N+]([O-])=O, predict the reaction product. The product is: [C:22]([C:21]1[CH:24]=[CH:25][C:18]([O:17][CH3:16])=[C:19]([S:9]([Cl:12])(=[O:11])=[O:10])[CH:20]=1)#[N:23]. (10) Given the reactants [CH:1]1([NH:4][C:5](=[O:30])[C:6]2[CH:11]=[CH:10][C:9]([CH3:12])=[C:8]([N:13]3[C:22](=[O:23])[C:21]4[C:16](=[CH:17][CH:18]=[C:19]([C:24]5[CH2:25][CH2:26][NH:27][CH2:28][CH:29]=5)[CH:20]=4)[N:15]=[CH:14]3)[CH:7]=2)[CH2:3][CH2:2]1.[CH2:31]=O, predict the reaction product. The product is: [CH:1]1([NH:4][C:5](=[O:30])[C:6]2[CH:11]=[CH:10][C:9]([CH3:12])=[C:8]([N:13]3[C:22](=[O:23])[C:21]4[C:16](=[CH:17][CH:18]=[C:19]([C:24]5[CH2:25][CH2:26][N:27]([CH3:31])[CH2:28][CH:29]=5)[CH:20]=4)[N:15]=[CH:14]3)[CH:7]=2)[CH2:3][CH2:2]1.